Predict which catalyst facilitates the given reaction. From a dataset of Catalyst prediction with 721,799 reactions and 888 catalyst types from USPTO. (1) The catalyst class is: 17. Reactant: [C:1]([O:5][C:6](=[O:40])[N:7]([C@H:9]([C:11](=[O:39])[NH:12][C@@H:13]1[C:19](=[O:20])[N:18]([CH2:21][C:22]2[C:31]3[C:26](=[CH:27][C:28]([Br:32])=[CH:29][CH:30]=3)[CH:25]=[CH:24][C:23]=2[O:33][CH3:34])[C:17]2[CH:35]=[CH:36][CH:37]=[CH:38][C:16]=2[NH:15][CH2:14]1)[CH3:10])[CH3:8])([CH3:4])([CH3:3])[CH3:2].[CH3:41][O:42][C:43](=[O:53])[C:44]1[CH:52]=[CH:51][C:47]([C:48](O)=[O:49])=[CH:46][CH:45]=1.O=P(Cl)(Cl)Cl. Product: [CH3:41][O:42][C:43](=[O:53])[C:44]1[CH:52]=[CH:51][C:47]([C:48]([N:15]2[CH2:14][C@H:13]([NH:12][C:11](=[O:39])[C@@H:9]([N:7]([C:6]([O:5][C:1]([CH3:2])([CH3:3])[CH3:4])=[O:40])[CH3:8])[CH3:10])[C:19](=[O:20])[N:18]([CH2:21][C:22]3[C:31]4[C:26](=[CH:27][C:28]([Br:32])=[CH:29][CH:30]=4)[CH:25]=[CH:24][C:23]=3[O:33][CH3:34])[C:17]3[CH:35]=[CH:36][CH:37]=[CH:38][C:16]2=3)=[O:49])=[CH:46][CH:45]=1. (2) Reactant: [H-].[Na+].[F:3][C:4]([F:11])([F:10])[C:5](OCC)=[O:6].[C:12]([C:15]1[CH:25]=[C:24]([F:26])[C:18]2[O:19][CH2:20][C:21](=[O:23])[NH:22][C:17]=2[CH:16]=1)(=[O:14])[CH3:13].Cl. Product: [F:3][C:4]([F:11])([F:10])[C:5](=[O:6])[CH2:13][C:12]([C:15]1[CH:25]=[C:24]([F:26])[C:18]2[O:19][CH2:20][C:21](=[O:23])[NH:22][C:17]=2[CH:16]=1)=[O:14]. The catalyst class is: 219. (3) Reactant: [F:1][CH:2]1[CH2:7][NH:6][CH:5]([CH2:8][NH:9][C:10](=[O:16])[O:11][C:12]([CH3:15])([CH3:14])[CH3:13])[CH2:4][CH2:3]1.[CH3:17][C:18]1[S:19][C:20]([C:26]2[CH:31]=[CH:30][CH:29]=[CH:28][CH:27]=2)=[C:21]([C:23](O)=[O:24])[N:22]=1.C(N(C(C)C)CC)(C)C.CN(C(ON1N=NC2C=CC=NC1=2)=[N+](C)C)C.F[P-](F)(F)(F)(F)F. Product: [F:1][CH:2]1[CH2:7][N:6]([C:23]([C:21]2[N:22]=[C:18]([CH3:17])[S:19][C:20]=2[C:26]2[CH:27]=[CH:28][CH:29]=[CH:30][CH:31]=2)=[O:24])[CH:5]([CH2:8][NH:9][C:10](=[O:16])[O:11][C:12]([CH3:13])([CH3:15])[CH3:14])[CH2:4][CH2:3]1. The catalyst class is: 474.